Dataset: Reaction yield outcomes from USPTO patents with 853,638 reactions. Task: Predict the reaction yield, written as a fraction of the theoretical maximum amount of product (1.0 means a 100% yield; for example, 0.34 means a 34% yield). The yield is 0.630. The catalyst is C(OCC)C. The reactants are [O:1]1[CH2:6][CH2:5][CH2:4][CH2:3][CH:2]1[O:7][CH2:8][CH2:9][N:10]1[C:14]2[C:15]3[CH:16]=[CH:17][N:18]=[CH:19][C:20]=3[CH2:21][CH2:22][C:13]=2[C:12]([C:23]([O:25]C)=[O:24])=[CH:11]1.C1COCC1.CO.O.O.[OH-].[Li+]. The product is [O:1]1[CH2:6][CH2:5][CH2:4][CH2:3][CH:2]1[O:7][CH2:8][CH2:9][N:10]1[C:14]2[C:15]3[CH:16]=[CH:17][N:18]=[CH:19][C:20]=3[CH2:21][CH2:22][C:13]=2[C:12]([C:23]([OH:25])=[O:24])=[CH:11]1.